Dataset: Catalyst prediction with 721,799 reactions and 888 catalyst types from USPTO. Task: Predict which catalyst facilitates the given reaction. (1) Reactant: [CH3:1][C:2]1[CH:7]=[C:6]([B:8]2[O:12][C:11]([CH3:14])([CH3:13])[C:10]([CH3:16])([CH3:15])[O:9]2)[CH:5]=[C:4]([CH3:17])[C:3]=1[OH:18].Br[CH2:20][CH2:21][CH3:22].C([O-])([O-])=O.[K+].[K+]. Product: [CH3:17][C:4]1[CH:5]=[C:6]([B:8]2[O:12][C:11]([CH3:13])([CH3:14])[C:10]([CH3:16])([CH3:15])[O:9]2)[CH:7]=[C:2]([CH3:1])[C:3]=1[O:18][CH2:20][CH2:21][CH3:22]. The catalyst class is: 21. (2) Reactant: COP([CH2:7][C:8]([CH:10]1[CH2:15][CH2:14][N:13]([C:16]([O:18][C:19]([CH3:22])([CH3:21])[CH3:20])=[O:17])[CH2:12][CH2:11]1)=[O:9])(OC)=O.C(=O)([O-])[O-].[K+].[K+].[Br:29][C:30]1[CH:37]=[CH:36][C:33]([CH:34]=O)=[CH:32][CH:31]=1. The catalyst class is: 8. Product: [Br:29][C:30]1[CH:37]=[CH:36][C:33](/[CH:34]=[CH:7]/[C:8]([CH:10]2[CH2:11][CH2:12][N:13]([C:16]([O:18][C:19]([CH3:20])([CH3:21])[CH3:22])=[O:17])[CH2:14][CH2:15]2)=[O:9])=[CH:32][CH:31]=1. (3) Reactant: C(OC(=O)[NH:7][C:8]1[CH:13]=[C:12]([CH3:14])[C:11]([C:15]([F:18])([F:17])[F:16])=[CH:10][C:9]=1[NH:19][C:20](=[O:36])[CH2:21][C:22](=O)[C:23]1[CH:28]=[CH:27][CH:26]=[C:25]([C:29]2[CH:34]=[CH:33][CH:32]=[CH:31][N:30]=2)[CH:24]=1)(C)(C)C.C(O)(C(F)(F)F)=O. Product: [CH3:14][C:12]1[C:11]([C:15]([F:17])([F:16])[F:18])=[CH:10][C:9]2[NH:19][C:20](=[O:36])[CH2:21][C:22]([C:23]3[CH:28]=[CH:27][CH:26]=[C:25]([C:29]4[CH:34]=[CH:33][CH:32]=[CH:31][N:30]=4)[CH:24]=3)=[N:7][C:8]=2[CH:13]=1. The catalyst class is: 2. (4) Reactant: [Cl:1][C:2]1[CH:3]=[C:4]([N:9]=[C:10]=[O:11])[CH:5]=[CH:6][C:7]=1[Cl:8].Cl.[NH2:13][CH2:14][C:15]1[CH:16]=[C:17]2[C:21](=[CH:22][CH:23]=1)[C:20](=[O:24])[N:19]([CH:25]1[CH2:30][CH2:29][C:28](=[O:31])[NH:27][C:26]1=[O:32])[CH2:18]2.C(N(CC)CC)C.O. Product: [Cl:1][C:2]1[CH:3]=[C:4]([NH:9][C:10]([NH:13][CH2:14][C:15]2[CH:16]=[C:17]3[C:21](=[CH:22][CH:23]=2)[C:20](=[O:24])[N:19]([CH:25]2[CH2:30][CH2:29][C:28](=[O:31])[NH:27][C:26]2=[O:32])[CH2:18]3)=[O:11])[CH:5]=[CH:6][C:7]=1[Cl:8]. The catalyst class is: 3.